This data is from Forward reaction prediction with 1.9M reactions from USPTO patents (1976-2016). The task is: Predict the product of the given reaction. The product is: [CH3:36][O:35][C:34]([N:22]1[CH2:23][CH2:24][C@H:20]([O:19][C:18]2[C:13]3[CH2:12][N:11]([C:8]4[CH:9]=[N:10][C:3]([O:2][CH3:1])=[C:4]([C:5]#[N:6])[CH:7]=4)[CH2:26][CH2:25][C:14]=3[N:15]=[CH:16][N:17]=2)[CH2:21]1)=[O:37]. Given the reactants [CH3:1][O:2][C:3]1[N:10]=[CH:9][C:8]([N:11]2[CH2:26][CH2:25][C:14]3[N:15]=[CH:16][N:17]=[C:18]([O:19][C@H:20]4[CH2:24][CH2:23][NH:22][CH2:21]4)[C:13]=3[CH2:12]2)=[CH:7][C:4]=1[C:5]#[N:6].C(N(CC)CC)C.[C:34](Cl)(=[O:37])[O:35][CH3:36], predict the reaction product.